This data is from Forward reaction prediction with 1.9M reactions from USPTO patents (1976-2016). The task is: Predict the product of the given reaction. (1) Given the reactants [C:1]([OH:7])(=[O:6])/[C:2](=[CH:4]\[CH3:5])/[CH3:3].C(N(C(C)C)CC)(C)C.[Cl:17][C:18]1[CH:26]=[C:25]([Cl:27])[CH:24]=[C:23]([Cl:28])[C:19]=1[C:20](Cl)=[O:21], predict the reaction product. The product is: [Cl:17][C:18]1[CH:26]=[C:25]([Cl:27])[CH:24]=[C:23]([Cl:28])[C:19]=1[C:20]([O:7][C:1](=[O:6])/[C:2](/[CH3:3])=[CH:4]\[CH3:5])=[O:21]. (2) Given the reactants [C:1]([C@@H:3]([NH:22][C:23]([C:25]1([NH:31]C(=O)OC(C)(C)C)[CH2:30][CH2:29][O:28][CH2:27][CH2:26]1)=[O:24])[CH2:4][C:5]1[CH:10]=[CH:9][C:8]([C:11]2[CH:12]=[CH:13][C:14]3[O:18][C:17](=[O:19])[N:16]([CH3:20])[C:15]=3[CH:21]=2)=[CH:7][CH:6]=1)#[N:2], predict the reaction product. The product is: [NH2:31][C:25]1([C:23]([NH:22][C@H:3]([C:1]#[N:2])[CH2:4][C:5]2[CH:6]=[CH:7][C:8]([C:11]3[CH:12]=[CH:13][C:14]4[O:18][C:17](=[O:19])[N:16]([CH3:20])[C:15]=4[CH:21]=3)=[CH:9][CH:10]=2)=[O:24])[CH2:26][CH2:27][O:28][CH2:29][CH2:30]1. (3) Given the reactants [C:1]([NH:9][CH:10]([C:15]([OH:17])=O)[CH2:11][CH2:12][S:13][CH3:14])(=[O:8])[C:2]1[CH:7]=[CH:6][CH:5]=[CH:4][CH:3]=1.[Cl:18][C:19]1[CH:24]=[CH:23][C:22]([C:25]2([OH:31])[CH2:30][CH2:29][NH:28][CH2:27][CH2:26]2)=[CH:21][CH:20]=1.C(NC(C(O)=O)C(C)C)(=O)C1C=CC=CC=1.Cl.ClC1C=CC(C2CCNCC2)=CC=1, predict the reaction product. The product is: [Cl:18][C:19]1[CH:24]=[CH:23][C:22]([C:25]2([OH:31])[CH2:26][CH2:27][N:28]([C:15](=[O:17])[CH:10]([NH:9][C:1](=[O:8])[C:2]3[CH:3]=[CH:4][CH:5]=[CH:6][CH:7]=3)[CH2:11][CH2:12][S:13][CH3:14])[CH2:29][CH2:30]2)=[CH:21][CH:20]=1. (4) Given the reactants F[C:2]1[CH:7]=[CH:6][C:5]([N+:8]([O-:10])=[O:9])=[CH:4][CH:3]=1.[CH2:11]([O:13][C:14](=[O:18])[CH2:15][CH2:16][NH2:17])[CH3:12].CCN(CC)CC.CN1CCCC1=O, predict the reaction product. The product is: [N+:8]([C:5]1[CH:6]=[CH:7][C:2]([NH:17][CH2:16][CH2:15][C:14]([O:13][CH2:11][CH3:12])=[O:18])=[CH:3][CH:4]=1)([O-:10])=[O:9]. (5) Given the reactants ClCCCl.[CH:14]1[C:13]([S:12][S:12][C:13]2[CH:18]=[CH:17][C:16]([Cl:19])=[CH:15][CH:14]=2)=[CH:18][CH:17]=[C:16]([Cl:19])[CH:15]=1.[CH3:21][S:22]([C:25]1[C:30]2[CH:31]=[C:32]3[N:37]([C:29]=2[N:28]=[CH:27][CH:26]=1)[CH2:36][CH2:35][CH2:34][CH:33]3[CH2:38][C:39]([O:41][CH2:42][CH3:43])=[O:40])(=[O:24])=[O:23].C([O-])(O)=O.[Na+], predict the reaction product. The product is: [Cl:19][C:16]1[CH:15]=[CH:14][C:13]([S:12][C:31]2[C:30]3[C:25]([S:22]([CH3:21])(=[O:23])=[O:24])=[CH:26][CH:27]=[N:28][C:29]=3[N:37]3[C:32]=2[CH:33]([CH2:38][C:39]([O:41][CH2:42][CH3:43])=[O:40])[CH2:34][CH2:35][CH2:36]3)=[CH:18][CH:17]=1. (6) Given the reactants [CH3:1][CH:2]([CH3:7])[CH2:3][C:4](=[O:6])[CH3:5].O.[N+:9]([CH:12]([CH:15]=O)[CH:13]=O)([O-:11])=[O:10].[Na].[OH-].[Na+], predict the reaction product. The product is: [CH:2]([C:3]1[CH:15]=[C:12]([N+:9]([O-:11])=[O:10])[CH:13]=[CH:5][C:4]=1[OH:6])([CH3:7])[CH3:1]. (7) Given the reactants [OH:1][C:2]1[CH:7]=[CH:6][C:5](B(O)O)=[CH:4][CH:3]=1.Br[CH:12]=[C:13]1[C:19]2[CH:20]=[CH:21][C:22]([Cl:24])=[CH:23][C:18]=2[CH2:17][CH2:16][C:15]2[CH:25]=[CH:26][CH:27]=[CH:28][C:14]1=2, predict the reaction product. The product is: [Cl:24][C:22]1[CH:21]=[CH:20][C:19]2[C:13](=[CH:12][C:5]3[CH:6]=[CH:7][C:2]([OH:1])=[CH:3][CH:4]=3)[C:14]3[CH:28]=[CH:27][CH:26]=[CH:25][C:15]=3[CH2:16][CH2:17][C:18]=2[CH:23]=1.